Task: Predict the product of the given reaction.. Dataset: Forward reaction prediction with 1.9M reactions from USPTO patents (1976-2016) (1) Given the reactants [CH2:1]([C@H:8]([N:39](C(C1C=CC=CC=1)(C1C=CC=CC=1)C1C=CC=CC=1)[C:40](=[O:51])[C@H:41]([CH2:47][C:48]([NH2:50])=[O:49])[NH:42][C:43]([O:45][CH3:46])=[O:44])[C@@H:9]([OH:38])[CH2:10][C@@H:11]([NH:25][C:26](=[O:37])[C@H:27]([C:33]([CH3:36])([CH3:35])[CH3:34])[NH:28][C:29]([O:31][CH3:32])=[O:30])[CH2:12][C:13]1[CH:18]=[CH:17][C:16]([C:19]2[CH:24]=[CH:23][CH:22]=[CH:21][N:20]=2)=[CH:15][CH:14]=1)[C:2]1[CH:7]=[CH:6][CH:5]=[CH:4][CH:3]=1.FC(F)(F)C(O)=O, predict the reaction product. The product is: [NH2:50][C:48](=[O:49])[CH2:47][C@H:41]([NH:42][C:43](=[O:44])[O:45][CH3:46])[C:40](=[O:51])[NH:39][C@@H:8]([CH2:1][C:2]1[CH:7]=[CH:6][CH:5]=[CH:4][CH:3]=1)[C@@H:9]([OH:38])[CH2:10][C@H:11]([CH2:12][C:13]1[CH:14]=[CH:15][C:16]([C:19]2[CH:24]=[CH:23][CH:22]=[CH:21][N:20]=2)=[CH:17][CH:18]=1)[NH:25][C:26](=[O:37])[C@H:27]([C:33]([CH3:35])([CH3:34])[CH3:36])[NH:28][C:29](=[O:30])[O:31][CH3:32]. (2) Given the reactants [CH2:1]([Li])[CH2:2][CH2:3]C.[CH3:6][CH:7]([C:11]1[CH:16]=[C:15]([C:17]([F:20])([F:19])[F:18])[CH:14]=[C:13]([C:21]([F:24])([F:23])[F:22])[CH:12]=1)[C:8]([OH:10])=[O:9].BrCC=C.S(=O)(O)[O-].[Na+], predict the reaction product. The product is: [CH3:6][C:7]([CH2:3][CH:2]=[CH2:1])([C:11]1[CH:12]=[C:13]([C:21]([F:22])([F:23])[F:24])[CH:14]=[C:15]([C:17]([F:18])([F:19])[F:20])[CH:16]=1)[C:8]([OH:10])=[O:9].